This data is from HIV replication inhibition screening data with 41,000+ compounds from the AIDS Antiviral Screen. The task is: Binary Classification. Given a drug SMILES string, predict its activity (active/inactive) in a high-throughput screening assay against a specified biological target. (1) The drug is CC(NC(=O)n1c2ccccc2c2ccccc21)C(=O)O. The result is 0 (inactive). (2) The molecule is CN1CCN(c2cc3[nH]c(-c4ccc(Cl)cc4)nc3cc2F)CC1. The result is 0 (inactive).